Dataset: NCI-60 drug combinations with 297,098 pairs across 59 cell lines. Task: Regression. Given two drug SMILES strings and cell line genomic features, predict the synergy score measuring deviation from expected non-interaction effect. Drug 1: CC12CCC3C(C1CCC2=O)CC(=C)C4=CC(=O)C=CC34C. Drug 2: CCCCC(=O)OCC(=O)C1(CC(C2=C(C1)C(=C3C(=C2O)C(=O)C4=C(C3=O)C=CC=C4OC)O)OC5CC(C(C(O5)C)O)NC(=O)C(F)(F)F)O. Cell line: PC-3. Synergy scores: CSS=38.7, Synergy_ZIP=-2.17, Synergy_Bliss=-5.64, Synergy_Loewe=-2.86, Synergy_HSA=-3.38.